Regression. Given a peptide amino acid sequence and an MHC pseudo amino acid sequence, predict their binding affinity value. This is MHC class I binding data. From a dataset of Peptide-MHC class I binding affinity with 185,985 pairs from IEDB/IMGT. The peptide sequence is TIAHINTLI. The MHC is HLA-A02:06 with pseudo-sequence HLA-A02:06. The binding affinity (normalized) is 0.381.